Dataset: Full USPTO retrosynthesis dataset with 1.9M reactions from patents (1976-2016). Task: Predict the reactants needed to synthesize the given product. (1) Given the product [CH3:1][C:2]([CH3:29])([CH3:28])[CH2:3][O:4][C:5]1([C:8]2[CH:13]=[CH:12][C:11]([C:14]#[C:15][C:16]3[CH:17]=[CH:18][C:19]([C:20]([OH:22])=[O:21])=[CH:25][CH:26]=3)=[CH:10][C:9]=2[CH3:27])[CH2:7][CH2:6]1, predict the reactants needed to synthesize it. The reactants are: [CH3:1][C:2]([CH3:29])([CH3:28])[CH2:3][O:4][C:5]1([C:8]2[CH:13]=[CH:12][C:11]([C:14]#[C:15][C:16]3[CH:26]=[CH:25][C:19]([C:20]([O:22]CC)=[O:21])=[CH:18][CH:17]=3)=[CH:10][C:9]=2[CH3:27])[CH2:7][CH2:6]1.[OH-].[Na+]. (2) Given the product [Cl:1][C:2]1[CH:11]=[C:10]2[C:5]([N:6]=[CH:7][CH:8]=[N:9]2)=[CH:4][C:3]=1[NH:12][C:13]1[S:14]/[C:15](=[CH:5]\[C:4]2[CH:3]=[C:2]3[C:29](=[CH:22][CH:23]=2)[N:26]=[CH:25][CH:10]=[CH:11]3)/[C:16](=[O:18])[N:17]=1, predict the reactants needed to synthesize it. The reactants are: [Cl:1][C:2]1[CH:11]=[C:10]2[C:5]([N:6]=[CH:7][CH:8]=[N:9]2)=[CH:4][C:3]=1[NH:12][C:13]1[S:14][CH2:15][C:16](=[O:18])[N:17]=1.[Sn](Cl)Cl.[CH2:22](O)[CH3:23].[CH3:25][N:26]([CH3:29])C=O. (3) Given the product [F:23][C:21]1[CH:22]=[C:17]([N:9]2[CH:8]=[CH:7][C:6]3[C:11](=[CH:12][C:3]([C:2]([F:1])([F:14])[F:15])=[CH:4][CH:5]=3)[C:10]2=[O:13])[CH:18]=[N:19][CH:20]=1, predict the reactants needed to synthesize it. The reactants are: [F:1][C:2]([F:15])([F:14])[C:3]1[CH:12]=[C:11]2[C:6]([CH:7]=[CH:8][NH:9][C:10]2=[O:13])=[CH:5][CH:4]=1.Br[C:17]1[CH:18]=[N:19][CH:20]=[C:21]([F:23])[CH:22]=1.OC1C=CC=C2C=1N=CC=C2.C([O-])([O-])=O.[K+].[K+]. (4) Given the product [C:3]1([CH2:9][CH2:10][CH2:11][Cl:2])[CH:8]=[CH:7][CH:6]=[CH:5][CH:4]=1, predict the reactants needed to synthesize it. The reactants are: [Li+].[Cl-:2].[C:3]1([CH:9](O)[CH2:10][CH3:11])[CH:8]=[CH:7][CH:6]=[CH:5][CH:4]=1. (5) Given the product [CH3:1][O:2][C:3](=[O:32])[C:4]1[CH:9]=[C:8]([O:10][C:11]2[CH:16]=[CH:15][C:14]([NH2:17])=[C:13]([CH3:20])[CH:12]=2)[CH:7]=[CH:6][C:5]=1[NH:21][S:22]([C:25]1[CH:26]=[CH:27][C:28]([CH3:31])=[CH:29][CH:30]=1)(=[O:24])=[O:23], predict the reactants needed to synthesize it. The reactants are: [CH3:1][O:2][C:3](=[O:32])[C:4]1[CH:9]=[C:8]([O:10][C:11]2[CH:16]=[CH:15][C:14]([N+:17]([O-])=O)=[C:13]([CH3:20])[CH:12]=2)[CH:7]=[CH:6][C:5]=1[NH:21][S:22]([C:25]1[CH:30]=[CH:29][C:28]([CH3:31])=[CH:27][CH:26]=1)(=[O:24])=[O:23].[H][H].